Predict the reaction yield, written as a fraction of the theoretical maximum amount of product (1.0 means a 100% yield; for example, 0.34 means a 34% yield). From a dataset of Reaction yield outcomes from USPTO patents with 853,638 reactions. (1) The reactants are Br[C:2]1[S:6][C:5]([C:7]2[CH:12]=[CH:11][N:10]=[C:9]([NH:13][C:14]3[CH:15]=[C:16]([CH:20]([OH:22])[CH3:21])[CH:17]=[CH:18][CH:19]=3)[N:8]=2)=[CH:4][CH:3]=1.[CH3:23][C:24]1[CH:29]=[CH:28][CH:27]=[C:26]([CH3:30])[C:25]=1B(O)O. The catalyst is CC(N(C)C)=O.C([O-])([O-])=O.[Na+].[Na+].CS(C)=O.C1C=CC(P(C2C=CC=CC=2)[C-]2C=CC=C2)=CC=1.C1C=CC(P(C2C=CC=CC=2)[C-]2C=CC=C2)=CC=1.Cl[Pd]Cl.[Fe+2]. The product is [CH3:23][C:24]1[CH:29]=[CH:28][CH:27]=[C:26]([CH3:30])[C:25]=1[C:2]1[S:6][C:5]([C:7]2[CH:12]=[CH:11][N:10]=[C:9]([NH:13][C:14]3[CH:15]=[C:16]([CH:20]([OH:22])[CH3:21])[CH:17]=[CH:18][CH:19]=3)[N:8]=2)=[CH:4][CH:3]=1. The yield is 0.300. (2) The reactants are [OH:1][CH:2]([C:4]1[CH:9]=[CH:8][C:7]([N:10]2[C:15](=[O:16])[C:14]([CH2:17][C:18]3[CH:23]=[CH:22][C:21]([C:24]4[CH:29]=[CH:28][CH:27]=[CH:26][C:25]=4[C:30]4[NH:34][C:33](=[O:35])[O:32][N:31]=4)=[CH:20][CH:19]=3)=[C:13]([CH2:36][CH2:37][CH3:38])[N:12]3[N:39]=[CH:40][N:41]=[C:11]23)=[CH:6][CH:5]=1)[CH3:3].[BH4-].[Na+]. The catalyst is CO. The product is [C:2]([C:4]1[CH:9]=[CH:8][C:7]([N:10]2[C:15](=[O:16])[C:14]([CH2:17][C:18]3[CH:19]=[CH:20][C:21]([C:24]4[CH:29]=[CH:28][CH:27]=[CH:26][C:25]=4[C:30]4[NH:34][C:33](=[O:35])[O:32][N:31]=4)=[CH:22][CH:23]=3)=[C:13]([CH2:36][CH2:37][CH3:38])[N:12]3[N:39]=[CH:40][N:41]=[C:11]23)=[CH:6][CH:5]=1)(=[O:1])[CH3:3]. The yield is 0.720. (3) The reactants are I[C:2]1[CH:12]=[CH:11][C:5]([C:6]([O:8][CH2:9][CH3:10])=[O:7])=[CH:4][CH:3]=1.C([Mg]Cl)(C)C.[CH3:18][C:19]1([CH3:26])[CH2:22][CH:21]([C:23](Cl)=[O:24])[CH2:20]1. The catalyst is O1CCCC1.Cl.[Cu](I)I. The product is [CH3:18][C:19]1([CH3:26])[CH2:22][CH:21]([C:23]([C:2]2[CH:12]=[CH:11][C:5]([C:6]([O:8][CH2:9][CH3:10])=[O:7])=[CH:4][CH:3]=2)=[O:24])[CH2:20]1. The yield is 0.740. (4) The catalyst is O.CO. The yield is 0.330. The product is [CH2:5]([N:12]1[CH:16]=[C:15]([OH:17])[C:14]([C:1](=[O:2])[CH3:3])=[N:13]1)[C:6]1[CH:11]=[CH:10][CH:9]=[CH:8][CH:7]=1. The reactants are [CH:1]([CH:3]=O)=[O:2].[CH2:5]([NH:12][N:13]=[CH:14][C:15](=[O:17])[CH3:16])[C:6]1[CH:11]=[CH:10][CH:9]=[CH:8][CH:7]=1. (5) The reactants are I[C:2]1[C:3](=[O:31])[N:4]([CH2:23][CH2:24][C:25]2[CH:30]=[CH:29][CH:28]=[CH:27][CH:26]=2)[C:5]([C:9]2[CH:14]=[CH:13][CH:12]=[CH:11][C:10]=2[O:15][CH2:16][C:17]2[CH:22]=[CH:21][CH:20]=[CH:19][CH:18]=2)=[N:6][C:7]=1[CH3:8].[S:32]1[CH:36]=[CH:35][C:34](B(O)O)=[CH:33]1.C(O)C.C(=O)([O-])[O-].[Na+].[Na+]. The catalyst is O1CCOCC1.C1C=CC([P]([Pd]([P](C2C=CC=CC=2)(C2C=CC=CC=2)C2C=CC=CC=2)([P](C2C=CC=CC=2)(C2C=CC=CC=2)C2C=CC=CC=2)[P](C2C=CC=CC=2)(C2C=CC=CC=2)C2C=CC=CC=2)(C2C=CC=CC=2)C2C=CC=CC=2)=CC=1. The product is [CH3:8][C:7]1[N:6]=[C:5]([C:9]2[CH:14]=[CH:13][CH:12]=[CH:11][C:10]=2[O:15][CH2:16][C:17]2[CH:18]=[CH:19][CH:20]=[CH:21][CH:22]=2)[N:4]([CH2:23][CH2:24][C:25]2[CH:30]=[CH:29][CH:28]=[CH:27][CH:26]=2)[C:3](=[O:31])[C:2]=1[C:34]1[CH:35]=[CH:36][S:32][CH:33]=1. The yield is 0.930. (6) The reactants are Br[C:2]1[CH:8]=[CH:7][C:5]([NH2:6])=[C:4]([CH3:9])[CH:3]=1.[CH3:10][PH:11](=[O:13])[CH3:12].P([O-])([O-])([O-])=O.[K+].[K+].[K+]. The catalyst is CN(C=O)C.C([O-])(=O)C.[Pd+2].C([O-])(=O)C.CC1(C)C2C(=C(P(C3C=CC=CC=3)C3C=CC=CC=3)C=CC=2)OC2C(P(C3C=CC=CC=3)C3C=CC=CC=3)=CC=CC1=2. The product is [CH3:10][P:11]([C:2]1[CH:8]=[CH:7][C:5]([NH2:6])=[C:4]([CH3:9])[CH:3]=1)([CH3:12])=[O:13]. The yield is 0.850. (7) The reactants are [F:1][C:2]1[C:3]2[CH:4]=[C:5]3[C:14]4[N:15]=[C:16]([C:19]5[C:20]([N:35]([CH3:40])[S:36]([CH3:39])(=[O:38])=[O:37])=[CH:21][C:22]6[O:26][C:25]([C:27]([OH:29])=O)=[C:24]([C:30](=[O:33])[NH:31][CH3:32])[C:23]=6[CH:34]=5)[CH:17]=[CH:18][C:13]=4[N:12]=[CH:11][N:6]3[C:7]=2[CH:8]=[CH:9][CH:10]=1.Cl.[F:42][CH:43]1[CH2:46][NH:45][CH2:44]1.CN(C(ON1N=NC2C=CC=NC1=2)=[N+](C)C)C.F[P-](F)(F)(F)(F)F.CCN(CC)CC. The catalyst is C1COCC1. The product is [F:42][CH:43]1[CH2:46][N:45]([C:27]([C:25]2[O:26][C:22]3[CH:21]=[C:20]([N:35]([CH3:40])[S:36]([CH3:39])(=[O:37])=[O:38])[C:19]([C:16]4[CH:17]=[CH:18][C:13]5[N:12]=[CH:11][N:6]6[C:7]7[CH:8]=[CH:9][CH:10]=[C:2]([F:1])[C:3]=7[CH:4]=[C:5]6[C:14]=5[N:15]=4)=[CH:34][C:23]=3[C:24]=2[C:30]([NH:31][CH3:32])=[O:33])=[O:29])[CH2:44]1. The yield is 0.270.